From a dataset of Catalyst prediction with 721,799 reactions and 888 catalyst types from USPTO. Predict which catalyst facilitates the given reaction. (1) Reactant: [N:1]1([C@@H:5]2[C@H:14]([CH2:15][C:16]3[CH:21]=[CH:20][CH:19]=[CH:18][CH:17]=3)[C:13]3[CH:12]=[C:11]([N:22]4[CH2:25][CH:24]([NH:26]C(=O)OC(C)(C)C)[CH2:23]4)[CH:10]=[CH:9][C:8]=3[CH2:7][CH2:6]2)[CH2:4][CH2:3][CH2:2]1.FC(F)(F)C(O)=O. Product: [N:1]1([C@@H:5]2[C@H:14]([CH2:15][C:16]3[CH:21]=[CH:20][CH:19]=[CH:18][CH:17]=3)[C:13]3[CH:12]=[C:11]([N:22]4[CH2:25][CH:24]([NH2:26])[CH2:23]4)[CH:10]=[CH:9][C:8]=3[CH2:7][CH2:6]2)[CH2:4][CH2:3][CH2:2]1. The catalyst class is: 2. (2) Reactant: [N:1]1[CH:6]=[CH:5][CH:4]=[C:3]([NH:7][CH:8]=[C:9]([C:15]([O:17]CC)=O)[C:10]([O:12][CH2:13][CH3:14])=[O:11])[CH:2]=1. Product: [O:17]=[C:15]1[C:2]2[C:3](=[CH:4][CH:5]=[CH:6][N:1]=2)[NH:7][CH:8]=[C:9]1[C:10]([O:12][CH2:13][CH3:14])=[O:11]. The catalyst class is: 400.